From a dataset of Catalyst prediction with 721,799 reactions and 888 catalyst types from USPTO. Predict which catalyst facilitates the given reaction. (1) Reactant: [CH3:1][S:2](Cl)(=[O:4])=[O:3].[NH2:6][C:7]1[CH:12]=[CH:11][CH:10]=[CH:9][C:8]=1[C:13]1[CH:22]=[CH:21][C:20]2[NH:19][C:18](=[O:23])[C:17]3[NH:24][CH:25]=[CH:26][C:16]=3[C:15]=2[CH:14]=1.[CH2:27]([C:29]([O-:31])=[O:30])[CH3:28].O. Product: [CH3:1][S:2]([NH:6][C:7]1[CH:12]=[CH:11][CH:10]=[CH:9][C:8]=1[C:13]1[CH:22]=[CH:21][C:20]2[NH:19][C:18](=[O:23])[C:17]3[NH:24][CH:25]=[CH:26][C:16]=3[C:15]=2[CH:14]=1)(=[O:4])=[O:3].[CH2:27]([C:29]([O-:31])=[O:30])[CH3:28]. The catalyst class is: 17. (2) Reactant: C[O:2][P:3]([C:7]1[CH:12]=[CH:11][C:10]([B:13]2[O:17][C:16]([CH3:19])([CH3:18])[C:15]([CH3:21])([CH3:20])[O:14]2)=[CH:9][CH:8]=1)(=[O:6])[O:4]C.Br[Si](C)(C)C.O. Product: [CH3:18][C:16]1([CH3:19])[C:15]([CH3:20])([CH3:21])[O:14][B:13]([C:10]2[CH:9]=[CH:8][C:7]([P:3](=[O:2])([OH:6])[OH:4])=[CH:12][CH:11]=2)[O:17]1. The catalyst class is: 4. (3) Reactant: [CH3:1][O:2][C:3]1[CH:4]=[C:5]([NH:15][C:16]2[N:21]=[C:20]([C:22](=[O:24])[CH3:23])[CH:19]=[C:18]([CH:25]([O:27][CH2:28][C:29]([F:32])([F:31])[F:30])[CH3:26])[N:17]=2)[CH:6]=[CH:7][C:8]=1[N:9]1[CH:13]=[C:12]([CH3:14])[N:11]=[CH:10]1.[BH4-].[Na+].CC(C)=O. Product: [CH3:1][O:2][C:3]1[CH:4]=[C:5]([NH:15][C:16]2[N:21]=[C:20]([CH:22]([OH:24])[CH3:23])[CH:19]=[C:18]([CH:25]([O:27][CH2:28][C:29]([F:30])([F:31])[F:32])[CH3:26])[N:17]=2)[CH:6]=[CH:7][C:8]=1[N:9]1[CH:13]=[C:12]([CH3:14])[N:11]=[CH:10]1. The catalyst class is: 8. (4) Reactant: [Br:1][C:2]1[C:6]2[N:7]=[C:8]([CH2:12]Cl)[NH:9][C:10](=[O:11])[C:5]=2[S:4][C:3]=1[C:14]1[CH:19]=[CH:18][CH:17]=[CH:16][CH:15]=1.[NH:20]1[CH2:24][CH2:23][C@@H:22]([OH:25])[CH2:21]1. Product: [Br:1][C:2]1[C:6]2[N:7]=[C:8]([CH2:12][N:20]3[CH2:24][CH2:23][C@@H:22]([OH:25])[CH2:21]3)[NH:9][C:10](=[O:11])[C:5]=2[S:4][C:3]=1[C:14]1[CH:19]=[CH:18][CH:17]=[CH:16][CH:15]=1. The catalyst class is: 5. (5) Reactant: [F:1][C:2]1[CH:7]=[CH:6][C:5]([C@H:8]2[C:12]([CH3:14])([CH3:13])[O:11][C:10](=[O:15])[NH:9]2)=[CH:4][CH:3]=1.I[C:17]1[CH:35]=[CH:34][C:20]([C:21]([NH:23][C:24]2[CH:25]=[CH:26][CH:27]=[C:28]3[C:33]=2[N:32]=[CH:31][CH:30]=[CH:29]3)=[O:22])=[CH:19][CH:18]=1.P([O-])([O-])([O-])=O.[K+].[K+].[K+].CNCCNC. Product: [F:1][C:2]1[CH:3]=[CH:4][C:5]([C@H:8]2[C:12]([CH3:13])([CH3:14])[O:11][C:10](=[O:15])[N:9]2[C:17]2[CH:35]=[CH:34][C:20]([C:21]([NH:23][C:24]3[CH:25]=[CH:26][CH:27]=[C:28]4[C:33]=3[N:32]=[CH:31][CH:30]=[CH:29]4)=[O:22])=[CH:19][CH:18]=2)=[CH:6][CH:7]=1. The catalyst class is: 321. (6) Reactant: [I:1][C:2]1[N:3]=[CH:4][NH:5][CH:6]=1.[C:7](O[C:7]([O:9][C:10]([CH3:13])([CH3:12])[CH3:11])=[O:8])([O:9][C:10]([CH3:13])([CH3:12])[CH3:11])=[O:8].C([O-])(O)=O.[Na+]. Product: [C:10]([O:9][C:7]([N:5]1[CH:6]=[C:2]([I:1])[N:3]=[CH:4]1)=[O:8])([CH3:13])([CH3:12])[CH3:11]. The catalyst class is: 49. (7) Reactant: [N:1]1[C:6]([NH2:7])=[CH:5][CH:4]=[CH:3][C:2]=1[NH2:8].[Li+].C[Si]([N-][Si](C)(C)C)(C)C.[CH3:19][C:20]([O:23][C:24](O[C:24]([O:23][C:20]([CH3:22])([CH3:21])[CH3:19])=[O:25])=[O:25])([CH3:22])[CH3:21]. Product: [C:20]([O:23][C:24](=[O:25])[NH:8][C:2]1[CH:3]=[CH:4][CH:5]=[C:6]([NH2:7])[N:1]=1)([CH3:22])([CH3:21])[CH3:19]. The catalyst class is: 13. (8) Reactant: [N:1]1([C:10](=[O:26])/[CH:11]=[CH:12]/[C@@H:13]([NH:18]C(=O)OC(C)(C)C)[CH2:14][CH:15]([CH3:17])[CH3:16])[C:9]2[C:4](=[CH:5][CH:6]=[CH:7][CH:8]=2)[CH2:3][CH2:2]1.[C:27]([OH:33])([C:29]([F:32])([F:31])[F:30])=[O:28]. Product: [F:30][C:29]([F:32])([F:31])[C:27]([OH:33])=[O:28].[N:1]1([C:10](=[O:26])/[CH:11]=[CH:12]/[C@@H:13]([NH2:18])[CH2:14][CH:15]([CH3:17])[CH3:16])[C:9]2[C:4](=[CH:5][CH:6]=[CH:7][CH:8]=2)[CH2:3][CH2:2]1. The catalyst class is: 2. (9) Reactant: Cl.[NH2:2][C@H:3]([CH2:22][C:23]1[CH:28]=[CH:27][C:26]([O:29][CH3:30])=[CH:25][CH:24]=1)[C:4]([N:6]1[CH2:9][C:8]([O:17][CH2:18][CH2:19][CH2:20][CH3:21])([C:10]2[CH:15]=[CH:14][CH:13]=[CH:12][C:11]=2[CH3:16])[CH2:7]1)=[O:5].[CH3:31][C:32]1[N:36]=[CH:35][NH:34][C:33]=1[CH2:37][CH2:38][C:39](Cl)=[O:40].CN(C(ON1N=NC2C=CC=CC1=2)=[N+](C)C)C.[B-](F)(F)(F)F.C(N(CC)CC)C. Product: [CH2:18]([O:17][C:8]1([C:10]2[CH:15]=[CH:14][CH:13]=[CH:12][C:11]=2[CH3:16])[CH2:7][N:6]([C:4](=[O:5])[C@H:3]([NH:2][C:39](=[O:40])[CH2:38][CH2:37][C:33]2[NH:34][CH:35]=[N:36][C:32]=2[CH3:31])[CH2:22][C:23]2[CH:24]=[CH:25][C:26]([O:29][CH3:30])=[CH:27][CH:28]=2)[CH2:9]1)[CH2:19][CH2:20][CH3:21]. The catalyst class is: 35.